This data is from Catalyst prediction with 721,799 reactions and 888 catalyst types from USPTO. The task is: Predict which catalyst facilitates the given reaction. (1) Reactant: Br[C:2]1[CH:3]=[N:4][N:5]2[CH:10]=[CH:9][C:8]([C:11]3[CH:21]=[CH:20][C:14]([C:15]([O:17][CH2:18][CH3:19])=[O:16])=[CH:13][CH:12]=3)=[N:7][C:6]=12.[C:22]([C:24]1[CH:29]=[CH:28][C:27](B(O)O)=[CH:26][CH:25]=1)#[N:23].[O-]P([O-])([O-])=O.[K+].[K+].[K+]. Product: [C:22]([C:24]1[CH:29]=[CH:28][C:27]([C:2]2[CH:3]=[N:4][N:5]3[CH:10]=[CH:9][C:8]([C:11]4[CH:21]=[CH:20][C:14]([C:15]([O:17][CH2:18][CH3:19])=[O:16])=[CH:13][CH:12]=4)=[N:7][C:6]=23)=[CH:26][CH:25]=1)#[N:23]. The catalyst class is: 667. (2) Product: [Br:13][C:8]1[CH:9]=[C:10]([O:11][CH3:12])[C:2]([NH:1][C:21](=[O:28])[C:22]2[CH:27]=[CH:26][CH:25]=[N:24][CH:23]=2)=[C:3]([C:4](=[O:5])[NH2:6])[CH:7]=1. Reactant: [NH2:1][C:2]1[C:10]([O:11][CH3:12])=[CH:9][C:8]([Br:13])=[CH:7][C:3]=1[C:4]([NH2:6])=[O:5].CCN(CC)CC.[C:21](Cl)(=[O:28])[C:22]1[CH:27]=[CH:26][CH:25]=[N:24][CH:23]=1. The catalyst class is: 2. (3) Reactant: Br[C:2]1[CH:10]=[CH:9][C:5]2[N:6]=[CH:7][NH:8][C:4]=2[CH:3]=1.[C:11]1([CH:17]([NH2:19])[CH3:18])[CH:16]=[CH:15][CH:14]=[CH:13][CH:12]=1.C1(P(C2CCCCC2)C2C=CC=CC=2C2C=CC=CC=2N(C)C)CCCCC1.C[Si]([N-][Si](C)(C)C)(C)C.[Li+].C1COCC1. Product: [C:11]1([CH:17]([NH:19][C:2]2[CH:10]=[CH:9][C:5]3[N:6]=[CH:7][NH:8][C:4]=3[CH:3]=2)[CH3:18])[CH:16]=[CH:15][CH:14]=[CH:13][CH:12]=1. The catalyst class is: 110. (4) Reactant: Br[C:2]1[CH:7]=[CH:6][C:5]([O:8][CH3:9])=[CH:4][C:3]=1[CH:10]1[O:15][CH2:14][CH2:13][CH2:12][O:11]1.[CH:16]([N:19]1[CH2:24][CH2:23][CH:22]([NH2:25])[CH2:21][CH2:20]1)([CH3:18])[CH3:17].CC(C)([O-])C.[Na+]. Product: [O:11]1[CH2:12][CH2:13][CH2:14][O:15][CH:10]1[C:3]1[CH:4]=[C:5]([O:8][CH3:9])[CH:6]=[CH:7][C:2]=1[NH:25][CH:22]1[CH2:23][CH2:24][N:19]([CH:16]([CH3:18])[CH3:17])[CH2:20][CH2:21]1. The catalyst class is: 101. (5) Reactant: [NH:1]1[C:9]2[C:4](=[CH:5][CH:6]=[CH:7][CH:8]=2)[CH2:3][C@@H:2]1[C:10]([OH:12])=[O:11].[OH-].[Na+].[CH2:15]([O:22][C:23]1[CH:28]=[CH:27][C:26]([S:29](Cl)(=[O:31])=[O:30])=[CH:25][CH:24]=1)[C:16]1[CH:21]=[CH:20][CH:19]=[CH:18][CH:17]=1.Cl. Product: [CH2:15]([O:22][C:23]1[CH:28]=[CH:27][C:26]([S:29]([N:1]2[C:9]3[C:4](=[CH:5][CH:6]=[CH:7][CH:8]=3)[CH2:3][C@@H:2]2[C:10]([OH:12])=[O:11])(=[O:31])=[O:30])=[CH:25][CH:24]=1)[C:16]1[CH:17]=[CH:18][CH:19]=[CH:20][CH:21]=1. The catalyst class is: 127. (6) The catalyst class is: 2. Product: [C:1]([NH:8][CH2:9][C@@H:10]1[CH2:14][CH2:13][CH2:12][N:11]1[C:15]([C@@H:17]([CH2:26][CH:27]=[CH2:28])[CH2:18][C:19]([O:21][C:22]([CH3:23])([CH3:24])[CH3:25])=[O:20])=[O:16])(=[O:6])[CH2:2][CH2:3][CH:4]=[CH2:5]. Reactant: [C:1](O)(=[O:6])[CH2:2][CH2:3][CH:4]=[CH2:5].[NH2:8][CH2:9][C@@H:10]1[CH2:14][CH2:13][CH2:12][N:11]1[C:15]([C@@H:17]([CH2:26][CH:27]=[CH2:28])[CH2:18][C:19]([O:21][C:22]([CH3:25])([CH3:24])[CH3:23])=[O:20])=[O:16].CO.C(Cl)Cl. (7) Reactant: [CH:1]([C:3]1[N:8]=[C:7]([C:9]([O:11][CH3:12])=[O:10])[C:6]([O:13][CH2:14][CH3:15])=[CH:5][CH:4]=1)=[CH2:2]. Product: [CH2:1]([C:3]1[N:8]=[C:7]([C:9]([O:11][CH3:12])=[O:10])[C:6]([O:13][CH2:14][CH3:15])=[CH:5][CH:4]=1)[CH3:2]. The catalyst class is: 867. (8) Reactant: C(OC([N:8]1[CH2:12][CH:11]=[C:10]([C:13]2[S:14][CH:15]=[CH:16][CH:17]=2)[CH2:9]1)=O)(C)(C)C. Product: [S:14]1[CH:15]=[CH:16][CH:17]=[C:13]1[C:10]1[CH2:9][NH:8][CH2:12][CH:11]=1. The catalyst class is: 137. (9) Reactant: [CH2:1]([O:3][C:4](=[O:20])[C:5]([C:10]([C:12]1[C:17]([Cl:18])=[CH:16][C:15]([Cl:19])=[CH:14][N:13]=1)=[O:11])=[CH:6]N(C)C)[CH3:2].[NH2:21][C@H:22]([CH2:26][OH:27])[CH:23]([CH3:25])[CH3:24]. Product: [CH2:1]([O:3][C:4](=[O:20])[C:5]([C:10]([C:12]1[C:17]([Cl:18])=[CH:16][C:15]([Cl:19])=[CH:14][N:13]=1)=[O:11])=[CH:6][NH:21][C@H:22]([CH2:26][OH:27])[CH:23]([CH3:25])[CH3:24])[CH3:2]. The catalyst class is: 1.